This data is from Peptide-MHC class I binding affinity with 185,985 pairs from IEDB/IMGT. The task is: Regression. Given a peptide amino acid sequence and an MHC pseudo amino acid sequence, predict their binding affinity value. This is MHC class I binding data. (1) The peptide sequence is YIYNHLTPL. The MHC is HLA-A02:01 with pseudo-sequence HLA-A02:01. The binding affinity (normalized) is 0.736. (2) The peptide sequence is KTSLSNLLA. The MHC is HLA-B51:01 with pseudo-sequence HLA-B51:01. The binding affinity (normalized) is 0.0847. (3) The peptide sequence is WVAGVQLLY. The MHC is HLA-A03:01 with pseudo-sequence HLA-A03:01. The binding affinity (normalized) is 0.428. (4) The peptide sequence is VSFQQPQQQY. The MHC is HLA-A01:01 with pseudo-sequence HLA-A01:01. The binding affinity (normalized) is 0.469. (5) The peptide sequence is AEESLSLEA. The MHC is HLA-B44:02 with pseudo-sequence HLA-B44:02. The binding affinity (normalized) is 0.654. (6) The MHC is HLA-A02:03 with pseudo-sequence HLA-A02:03. The binding affinity (normalized) is 0. The peptide sequence is SCDDVVFGI.